Dataset: NCI-60 drug combinations with 297,098 pairs across 59 cell lines. Task: Regression. Given two drug SMILES strings and cell line genomic features, predict the synergy score measuring deviation from expected non-interaction effect. (1) Drug 1: CCC1(CC2CC(C3=C(CCN(C2)C1)C4=CC=CC=C4N3)(C5=C(C=C6C(=C5)C78CCN9C7C(C=CC9)(C(C(C8N6C=O)(C(=O)OC)O)OC(=O)C)CC)OC)C(=O)OC)O.OS(=O)(=O)O. Drug 2: CCC1(C2=C(COC1=O)C(=O)N3CC4=CC5=C(C=CC(=C5CN(C)C)O)N=C4C3=C2)O.Cl. Cell line: HCC-2998. Synergy scores: CSS=31.0, Synergy_ZIP=-1.86, Synergy_Bliss=-3.60, Synergy_Loewe=-12.5, Synergy_HSA=-2.23. (2) Drug 1: CC12CCC(CC1=CCC3C2CCC4(C3CC=C4C5=CN=CC=C5)C)O. Drug 2: CCN(CC)CCCC(C)NC1=C2C=C(C=CC2=NC3=C1C=CC(=C3)Cl)OC. Cell line: HCT-15. Synergy scores: CSS=33.7, Synergy_ZIP=6.56, Synergy_Bliss=5.73, Synergy_Loewe=2.48, Synergy_HSA=4.44.